The task is: Predict the reactants needed to synthesize the given product.. This data is from Full USPTO retrosynthesis dataset with 1.9M reactions from patents (1976-2016). (1) Given the product [Br-:33].[Cl:22][C:23]1[CH:24]=[C:25]([O:29][CH2:30][CH2:31][CH2:32][N+:1]23[CH2:7][C:4]([C:8]([OH:9])([C:16]4[CH:21]=[CH:20][CH:19]=[CH:18][CH:17]=4)[C:10]4[CH:15]=[CH:14][CH:13]=[CH:12][CH:11]=4)([CH2:5][CH2:6]2)[CH2:3][CH2:2]3)[CH:26]=[CH:27][CH:28]=1, predict the reactants needed to synthesize it. The reactants are: [N:1]12[CH2:7][C:4]([C:8]([C:16]3[CH:21]=[CH:20][CH:19]=[CH:18][CH:17]=3)([C:10]3[CH:15]=[CH:14][CH:13]=[CH:12][CH:11]=3)[OH:9])([CH2:5][CH2:6]1)[CH2:3][CH2:2]2.[Cl:22][C:23]1[CH:24]=[C:25]([O:29][CH2:30][CH2:31][CH2:32][Br:33])[CH:26]=[CH:27][CH:28]=1. (2) Given the product [I:37][C:38]1[CH:43]=[C:42]([CH3:44])[N:41]=[CH:40][C:39]=1[N:45]([CH2:20][C:22]([F:25])([F:24])[F:23])[C:46](=[O:52])[O:47][C:48]([CH3:49])([CH3:51])[CH3:50], predict the reactants needed to synthesize it. The reactants are: ClC1C=CC=CC=1C1C=CN=CC=1N(CCS(C)(=O)=O)C(=O)C1C=[C:20]([C:22]([F:25])([F:24])[F:23])C=[C:20]([C:22]([F:25])([F:24])[F:23])C=1.[I:37][C:38]1[CH:43]=[C:42]([CH3:44])[N:41]=[CH:40][C:39]=1[NH:45][C:46](=[O:52])[O:47][C:48]([CH3:51])([CH3:50])[CH3:49].FC(F)(F)S(OCC(F)(F)F)(=O)=O. (3) Given the product [CH3:24][C:25]1([CH3:41])[C:29]([CH3:31])([CH3:30])[O:28][B:27]([C:7]2[CH2:8][CH:9]3[N:14]([C:15]([O:17][C:18]([CH3:21])([CH3:20])[CH3:19])=[O:16])[CH:12]([CH:13]=2)[CH2:11][CH2:10]3)[O:26]1, predict the reactants needed to synthesize it. The reactants are: FC(F)(F)S(O[C:7]1[CH2:8][CH:9]2[N:14]([C:15]([O:17][C:18]([CH3:21])([CH3:20])[CH3:19])=[O:16])[CH:12]([CH:13]=1)[CH2:11][CH2:10]2)(=O)=O.[CH3:24][C:25]1([CH3:41])[C:29]([CH3:31])([CH3:30])[O:28][B:27]([B:27]2[O:28][C:29]([CH3:31])([CH3:30])[C:25]([CH3:41])([CH3:24])[O:26]2)[O:26]1.C([O-])(=O)C.[K+]. (4) Given the product [Br-:37].[OH:10][C:9]([C:17]1[CH:22]=[CH:21][CH:20]=[CH:19][CH:18]=1)([C:11]1[CH:12]=[CH:13][CH:14]=[CH:15][CH:16]=1)[C:4]12[CH2:5][CH2:6][N+:1]([CH2:36][CH2:35][CH2:34][O:33][C:24]3[CH:25]=[CH:26][C:27]4[C:32](=[CH:31][CH:30]=[CH:29][CH:28]=4)[CH:23]=3)([CH2:2][CH2:3]1)[CH2:8][CH2:7]2, predict the reactants needed to synthesize it. The reactants are: [N:1]12[CH2:8][CH2:7][C:4]([C:9]([C:17]3[CH:22]=[CH:21][CH:20]=[CH:19][CH:18]=3)([C:11]3[CH:16]=[CH:15][CH:14]=[CH:13][CH:12]=3)[OH:10])([CH2:5][CH2:6]1)[CH2:3][CH2:2]2.[CH:23]1[C:32]2[C:27](=[CH:28][CH:29]=[CH:30][CH:31]=2)[CH:26]=[CH:25][C:24]=1[O:33][CH2:34][CH2:35][CH2:36][Br:37]. (5) Given the product [CH2:1]1[C:10]2[C:5](=[CH:6][CH:7]=[CH:8][CH:9]=2)[CH2:4][CH2:3][N:2]1[CH2:22][C:23]1[CH:24]=[CH:25][C:26]([CH2:27][O:28][C:29]2[CH:34]=[CH:33][C:32]([C@@H:35]([C:42]#[C:43][CH3:44])[CH2:36][C:37]([O:39][CH2:40][CH3:41])=[O:38])=[CH:31][CH:30]=2)=[CH:45][CH:46]=1, predict the reactants needed to synthesize it. The reactants are: [CH2:1]1[C:10]2[C:5](=[CH:6][CH:7]=[CH:8][CH:9]=2)[CH2:4][CH2:3][NH:2]1.C(=O)([O-])[O-].[Cs+].[Cs+].CS(O[CH2:22][C:23]1[CH:46]=[CH:45][C:26]([CH2:27][O:28][C:29]2[CH:34]=[CH:33][C:32]([C@@H:35]([C:42]#[C:43][CH3:44])[CH2:36][C:37]([O:39][CH2:40][CH3:41])=[O:38])=[CH:31][CH:30]=2)=[CH:25][CH:24]=1)(=O)=O. (6) Given the product [Br:4][C:5]1[CH:6]=[CH:7][C:8]([CH2:11][C:12]([C:1]#[N:2])([CH3:21])[CH:13]([C:19]#[N:20])[C:14]([O:16][CH2:17][CH3:18])=[O:15])=[CH:9][CH:10]=1, predict the reactants needed to synthesize it. The reactants are: [C-:1]#[N:2].[K+].[Br:4][C:5]1[CH:10]=[CH:9][C:8]([CH2:11]/[C:12](/[CH3:21])=[C:13](\[C:19]#[N:20])/[C:14]([O:16][CH2:17][CH3:18])=[O:15])=[CH:7][CH:6]=1.